Dataset: Full USPTO retrosynthesis dataset with 1.9M reactions from patents (1976-2016). Task: Predict the reactants needed to synthesize the given product. (1) Given the product [CH3:19][CH:20]1[CH2:25][N:24]([CH2:14][CH2:13][CH2:12][C:11]2[N:7]([C:1]3[CH:6]=[CH:5][CH:4]=[CH:3][CH:2]=3)[N:8]=[C:9]([CH2:16][CH2:17][CH3:18])[CH:10]=2)[CH2:23][CH2:22][N:21]1[C:26]1[CH:27]=[C:28]([CH3:32])[CH:29]=[CH:30][CH:31]=1, predict the reactants needed to synthesize it. The reactants are: [C:1]1([N:7]2[C:11]([CH2:12][CH2:13][CH:14]=O)=[CH:10][C:9]([CH2:16][CH2:17][CH3:18])=[N:8]2)[CH:6]=[CH:5][CH:4]=[CH:3][CH:2]=1.[CH3:19][CH:20]1[CH2:25][NH:24][CH2:23][CH2:22][N:21]1[C:26]1[CH:27]=[C:28]([CH3:32])[CH:29]=[CH:30][CH:31]=1.CCN(C(C)C)C(C)C.[BH-](OC(C)=O)(OC(C)=O)OC(C)=O.[Na+]. (2) The reactants are: C(OC([N:7]1[C@H:11]([CH3:12])[CH:10]=[C:9]([C:13]2[N:14]=[C:15]([S:18][C:19]3[C@H:25]([CH3:26])[C@H:24]4[N:21]([C:22](=[O:34])[C@@H:23]4[C@H:27]([O:29][Si](C)(C)C)[CH3:28])[C:20]=3[C:35]([O:37]CC=C)=[O:36])[S:16][CH:17]=2)[CH2:8]1)=O)C=C.O.Cl.C(=O)([O-])O.[Na+]. Given the product [OH:29][C@@H:27]([C@H:23]1[C:22](=[O:34])[N:21]2[C@@H:24]1[C@@H:25]([CH3:26])[C:19]([S:18][C:15]1[S:16][CH:17]=[C:13]([C:9]3[CH2:8][NH:7][C@@H:11]([CH3:12])[CH:10]=3)[N:14]=1)=[C:20]2[C:35]([OH:37])=[O:36])[CH3:28], predict the reactants needed to synthesize it.